Dataset: Forward reaction prediction with 1.9M reactions from USPTO patents (1976-2016). Task: Predict the product of the given reaction. (1) The product is: [CH3:1][O:2][C:3](=[O:19])[CH2:4][CH2:5][C:6]1[CH:11]=[CH:10][C:9]([O:12][CH2:13][CH2:14][C@@H:15]([O:17][S:28]([CH3:27])(=[O:30])=[O:29])[CH3:16])=[CH:8][C:7]=1[CH3:18]. Given the reactants [CH3:1][O:2][C:3](=[O:19])[CH2:4][CH2:5][C:6]1[CH:11]=[CH:10][C:9]([O:12][CH2:13][CH2:14][C@@H:15]([OH:17])[CH3:16])=[CH:8][C:7]=1[CH3:18].CCN(CC)CC.[CH3:27][S:28](Cl)(=[O:30])=[O:29], predict the reaction product. (2) Given the reactants [CH3:1][N:2]1[C:7]2[CH:8]=[C:9]3[C:14]4([C:22]5[C:17](=[CH:18][CH:19]=[CH:20][CH:21]=5)[N:16]([CH2:23][C:24]5[O:25][C:26]([C:29]([F:32])([F:31])[F:30])=[CH:27][CH:28]=5)[C:15]4=[O:33])[CH2:13][O:12][C:10]3=[CH:11][C:6]=2[O:5][CH2:4][CH2:3]1.[ClH:34].O1CCOCC1, predict the reaction product. The product is: [ClH:34].[CH3:1][N:2]1[C:7]2[CH:8]=[C:9]3[C:14]4([C:22]5[C:17](=[CH:18][CH:19]=[CH:20][CH:21]=5)[N:16]([CH2:23][C:24]5[O:25][C:26]([C:29]([F:32])([F:31])[F:30])=[CH:27][CH:28]=5)[C:15]4=[O:33])[CH2:13][O:12][C:10]3=[CH:11][C:6]=2[O:5][CH2:4][CH2:3]1. (3) Given the reactants [CH3:1][N:2]1[CH2:7][CH2:6][N:5]([C:8]2[CH:13]=[C:12]([C:14]3[CH:19]=[CH:18][CH:17]=[CH:16][C:15]=3[CH3:20])[C:11]([N+:21]([O-])=O)=[CH:10][N:9]=2)[CH2:4][CH2:3]1, predict the reaction product. The product is: [CH3:1][N:2]1[CH2:3][CH2:4][N:5]([C:8]2[N:9]=[CH:10][C:11]([NH2:21])=[C:12]([C:14]3[CH:19]=[CH:18][CH:17]=[CH:16][C:15]=3[CH3:20])[CH:13]=2)[CH2:6][CH2:7]1. (4) Given the reactants CC1CCCO1.[C:7](=[N:10][OH:11])([NH2:9])[CH3:8].C[O-].[Na+].[C:15]12([C:28](OCC)=O)[CH2:20][CH:19]1[CH2:18][N:17]([C:21]([O:23][C:24]([CH3:27])([CH3:26])[CH3:25])=[O:22])[CH2:16]2, predict the reaction product. The product is: [CH3:8][C:7]1[N:9]=[C:28]([C:15]23[CH2:20][CH:19]2[CH2:18][N:17]([C:21]([O:23][C:24]([CH3:27])([CH3:26])[CH3:25])=[O:22])[CH2:16]3)[O:11][N:10]=1. (5) Given the reactants C([O:3][C:4](=O)[CH2:5][C:6](=O)[C:7]1[CH:12]=[CH:11][CH:10]=[CH:9][N:8]=1)C.[CH3:15][NH:16][NH2:17], predict the reaction product. The product is: [CH3:15][N:16]1[C:4]([OH:3])=[CH:5][C:6]([C:7]2[CH:12]=[CH:11][CH:10]=[CH:9][N:8]=2)=[N:17]1. (6) Given the reactants [H-].[Na+].O1C[CH2:6][CH2:5][CH2:4]1.[Br:8][C:9]1[CH:14]=[CH:13][C:12]([CH2:15][CH2:16][OH:17])=[CH:11][CH:10]=1.ICCC, predict the reaction product. The product is: [Br:8][C:9]1[CH:14]=[CH:13][C:12]([CH2:15][CH2:16][O:17][CH2:4][CH2:5][CH3:6])=[CH:11][CH:10]=1. (7) Given the reactants [F:1][C:2]1[CH:3]=[C:4]([N:14]2[CH2:18][C@H:17]([CH2:19][NH:20][C:21]([NH2:23])=[S:22])[O:16][C:15]2=[O:24])[CH:5]=[CH:6][C:7]=1[N:8]1[CH2:13][CH2:12][NH:11][CH2:10][CH2:9]1.Cl[C:26]1[N:35]=[C:34]2[C:29]([C:30](=[O:42])[C:31]([C:39]([OH:41])=[O:40])=[CH:32][N:33]2[CH:36]2[CH2:38][CH2:37]2)=[CH:28][C:27]=1[F:43].C[Si](C)(C)Cl.C(N(CC)CC)C, predict the reaction product. The product is: [CH:36]1([N:33]2[C:34]3[C:29](=[CH:28][C:27]([F:43])=[CH:26][N:35]=3)[C:30](=[O:42])[C:31]([C:39]([OH:41])=[O:40])=[C:32]2[N:11]2[CH2:12][CH2:13][N:8]([C:7]3[CH:6]=[CH:5][C:4]([N:14]4[CH2:18][C@H:17]([CH2:19][NH:20][C:21]([NH2:23])=[S:22])[O:16][C:15]4=[O:24])=[CH:3][C:2]=3[F:1])[CH2:9][CH2:10]2)[CH2:37][CH2:38]1. (8) Given the reactants Cl.[CH3:2][CH:3]([CH3:10])[N:4]=[C:5]=[N:6][CH:7]([CH3:9])[CH3:8].[CH3:11][C:12]([C@:14]1([O:37][C:38]([CH3:40])=[O:39])[C@@:18]2([CH3:36])[CH2:19][CH2:20][C@@H:21]3[C@@:26]4([CH3:33])[CH2:27][CH2:28][C:29]([O:31][CH3:32])=[CH:30][C:25]4=[C:24]([CH:34]=[O:35])[CH2:23][C@H:22]3[C@@H:17]2[CH2:16][CH2:15]1)=[O:13].O, predict the reaction product. The product is: [CH3:2][CH:3]([CH3:10])[N:4]=[C:5]=[N:6][CH:7]([CH3:9])[CH3:8].[CH3:11][C:12]([C@:14]1([O:37][C:38]([CH3:40])=[O:39])[C@@:18]2([CH3:36])[CH2:19][CH2:20][C@@H:21]3[C@@:26]4([CH3:33])[CH2:27][CH2:28][C:29]([O:31][CH3:32])=[CH:30][C:25]4=[C:24]([CH:34]=[O:35])[CH2:23][C@H:22]3[C@@H:17]2[CH2:16][CH2:15]1)=[O:13]. (9) Given the reactants [Br:1][C:2]1[CH:3]=[C:4](C(O)=O)[S:5][C:6]=1/[CH:7]=[CH:8]/[C:9]([O:11][CH2:12][CH3:13])=[O:10].C([N:19]([CH2:22]C)CC)C.C1C=CC(P(N=[N+]=[N-])(C2C=CC=CC=2)=[O:31])=CC=1.[C:41]([OH:45])([CH3:44])([CH3:43])[CH3:42], predict the reaction product. The product is: [Br:1][C:2]1[CH:3]=[C:4]([NH:19][C:22]([O:45][C:41]([CH3:44])([CH3:43])[CH3:42])=[O:31])[S:5][C:6]=1/[CH:7]=[CH:8]/[C:9]([O:11][CH2:12][CH3:13])=[O:10]. (10) Given the reactants [O:1]=[C:2]1[C:6]2([CH2:11][CH2:10][NH:9][CH2:8][CH2:7]2)[N:5]([C:12]2[CH:17]=[CH:16][CH:15]=[CH:14][CH:13]=2)[CH2:4][N:3]1[CH2:18][C:19]1[CH:31]=[CH:30][CH:29]=[CH:28][C:20]=1[C:21]([O:23][C:24]([CH3:27])([CH3:26])[CH3:25])=[O:22].Cl[CH2:33][CH2:34][CH2:35][N:36]1[C:40]2[CH:41]=[CH:42][CH:43]=[CH:44][C:39]=2[N:38]([CH:45]2[CH2:47][CH2:46]2)[C:37]1=[O:48].[I-].[Na+].C(=O)([O-])[O-].[K+].[K+], predict the reaction product. The product is: [CH:45]1([N:38]2[C:39]3[CH:44]=[CH:43][CH:42]=[CH:41][C:40]=3[N:36]([CH2:35][CH2:34][CH2:33][N:9]3[CH2:8][CH2:7][C:6]4([N:5]([C:12]5[CH:13]=[CH:14][CH:15]=[CH:16][CH:17]=5)[CH2:4][N:3]([CH2:18][C:19]5[CH:31]=[CH:30][CH:29]=[CH:28][C:20]=5[C:21]([O:23][C:24]([CH3:27])([CH3:25])[CH3:26])=[O:22])[C:2]4=[O:1])[CH2:11][CH2:10]3)[C:37]2=[O:48])[CH2:47][CH2:46]1.